From a dataset of Forward reaction prediction with 1.9M reactions from USPTO patents (1976-2016). Predict the product of the given reaction. Given the reactants [I:1][C:2]1[N:7]2[N:8]=[CH:9][CH:10]=[C:6]2[C:5](C(O)=O)=[CH:4][CH:3]=1.C([N:17]([CH:20](C)C)CC)(C)C.C1(P(N=[N+]=[N-])(C2C=CC=CC=2)=[O:30])C=CC=CC=1.[C:40]([OH:44])([CH3:43])([CH3:42])[CH3:41], predict the reaction product. The product is: [C:40]([O:44][C:20](=[O:30])[NH:17][C:5]1[C:6]2[N:7]([N:8]=[CH:9][CH:10]=2)[C:2]([I:1])=[CH:3][CH:4]=1)([CH3:43])([CH3:42])[CH3:41].